From a dataset of Retrosynthesis with 50K atom-mapped reactions and 10 reaction types from USPTO. Predict the reactants needed to synthesize the given product. (1) Given the product COc1cccc2oc(C(=O)Nc3ccc(CC4SC(=O)NC4=O)cc3)cc(=O)c12, predict the reactants needed to synthesize it. The reactants are: COc1cccc2oc(C(=O)O)cc(=O)c12.Nc1ccc(CC2SC(=O)NC2=O)cc1. (2) Given the product COC(=O)c1ccc(OCC2CN(c3ccc(Cl)cc3)C(=O)O2)cc1, predict the reactants needed to synthesize it. The reactants are: COC(=O)c1ccc(O)cc1.O=C1OC(CCl)CN1c1ccc(Cl)cc1.